From a dataset of Full USPTO retrosynthesis dataset with 1.9M reactions from patents (1976-2016). Predict the reactants needed to synthesize the given product. (1) Given the product [CH3:1][NH:2][S:3]([C:6]1[CH:7]=[C:8]([Br:17])[C:9]2[O:13][CH2:12][C:11]([CH3:14])([CH3:15])[C:10]=2[CH:16]=1)(=[O:5])=[O:4], predict the reactants needed to synthesize it. The reactants are: [CH3:1][NH:2][S:3]([C:6]1[CH:7]=[CH:8][C:9]2[O:13][CH2:12][C:11]([CH3:15])([CH3:14])[C:10]=2[CH:16]=1)(=[O:5])=[O:4].[Br:17]N1C(=O)CCC1=O. (2) Given the product [CH2:1]([O:3][C:4](=[O:41])[CH2:5][CH2:6][C:7]1[CH:12]=[CH:11][C:10]([C:13]([CH2:38][CH3:39])([C:16]2[CH:21]=[CH:20][C:19](/[CH:22]=[CH:23]/[C:24]([O:33][CH2:34][O:35][CH3:36])([C:29]([F:30])([F:32])[F:31])[C:25]([F:28])([F:26])[F:27])=[C:18]([CH3:37])[CH:17]=2)[CH2:14][CH3:15])=[CH:9][C:8]=1[CH3:40])[CH3:2], predict the reactants needed to synthesize it. The reactants are: [CH2:1]([O:3][C:4](=[O:41])/[CH:5]=[CH:6]/[C:7]1[CH:12]=[CH:11][C:10]([C:13]([CH2:38][CH3:39])([C:16]2[CH:21]=[CH:20][C:19](/[CH:22]=[CH:23]/[C:24]([O:33][CH2:34][O:35][CH3:36])([C:29]([F:32])([F:31])[F:30])[C:25]([F:28])([F:27])[F:26])=[C:18]([CH3:37])[CH:17]=2)[CH2:14][CH3:15])=[CH:9][C:8]=1[CH3:40])[CH3:2].[BH4-].[Na+].[NH4+].[Cl-]. (3) Given the product [OH:9][CH2:10][CH2:11][O:12][CH:13]1[CH2:17][CH2:16][N:15]([C:18]([O:20][C:21]([CH3:24])([CH3:23])[CH3:22])=[O:19])[CH2:14]1, predict the reactants needed to synthesize it. The reactants are: [H-].[H-].[H-].[H-].[Li+].[Al+3].C([O:9][C:10](=O)[CH2:11][O:12][CH:13]1[CH2:17][CH2:16][N:15]([C:18]([O:20][C:21]([CH3:24])([CH3:23])[CH3:22])=[O:19])[CH2:14]1)C. (4) Given the product [CH3:1][C:2]1[N:9]([C:10]2[CH:15]=[CH:14][CH:13]=[CH:12][CH:11]=2)[C:6]([CH3:8])=[CH:5][CH:4]=1, predict the reactants needed to synthesize it. The reactants are: [CH3:1][C:2]([CH2:4][CH2:5][C:6]([CH3:8])=O)=O.[NH2:9][C:10]1[CH:15]=[CH:14][CH:13]=[CH:12][CH:11]=1.II. (5) The reactants are: Br[C:2]1[CH:3]=[C:4]([N:8]2[CH2:16][CH:15]3[CH2:17][N:11]4[CH2:12][CH:13]([CH2:18][CH:9]2[CH2:10]4)[CH2:14]3)[CH:5]=[N:6][CH:7]=1.[N:19]1[CH:24]=[C:23](B(O)O)[CH:22]=[N:21][CH:20]=1. Given the product [N:19]1[CH:24]=[C:23]([C:2]2[CH:3]=[C:4]([N:8]3[CH2:16][CH:15]4[CH2:17][N:11]5[CH2:12][CH:13]([CH2:18][CH:9]3[CH2:10]5)[CH2:14]4)[CH:5]=[N:6][CH:7]=2)[CH:22]=[N:21][CH:20]=1, predict the reactants needed to synthesize it. (6) The reactants are: [Cl:1][C:2]1[CH:3]=[C:4]([CH:8]=[CH:9][C:10]=1[F:11])[C:5](Cl)=[O:6].[CH:12]1[CH:17]=[CH:16][CH:15]=[CH:14][CH:13]=1. Given the product [Cl:1][C:2]1[CH:3]=[C:4]([C:5]([C:12]2[CH:17]=[CH:16][CH:15]=[CH:14][CH:13]=2)=[O:6])[CH:8]=[CH:9][C:10]=1[F:11], predict the reactants needed to synthesize it.